Dataset: NCI-60 drug combinations with 297,098 pairs across 59 cell lines. Task: Regression. Given two drug SMILES strings and cell line genomic features, predict the synergy score measuring deviation from expected non-interaction effect. (1) Drug 1: CCC1=C2CN3C(=CC4=C(C3=O)COC(=O)C4(CC)O)C2=NC5=C1C=C(C=C5)O. Drug 2: CS(=O)(=O)OCCCCOS(=O)(=O)C. Cell line: NCIH23. Synergy scores: CSS=44.6, Synergy_ZIP=-3.69, Synergy_Bliss=-5.26, Synergy_Loewe=-9.11, Synergy_HSA=-2.65. (2) Drug 2: CCN(CC)CCCC(C)NC1=C2C=C(C=CC2=NC3=C1C=CC(=C3)Cl)OC. Drug 1: C1CC(=O)NC(=O)C1N2CC3=C(C2=O)C=CC=C3N. Synergy scores: CSS=13.0, Synergy_ZIP=-6.65, Synergy_Bliss=-6.01, Synergy_Loewe=-3.32, Synergy_HSA=-3.24. Cell line: KM12.